Dataset: Reaction yield outcomes from USPTO patents with 853,638 reactions. Task: Predict the reaction yield, written as a fraction of the theoretical maximum amount of product (1.0 means a 100% yield; for example, 0.34 means a 34% yield). The reactants are [CH2:1]([O:4][C:5](=[O:37])[C@@H:6]([NH:25][C:26](=[O:36])[C:27]1[C:32]([F:33])=[CH:31][C:30](Br)=[CH:29][C:28]=1[F:35])[CH2:7][C:8]1[CH:13]=[CH:12][C:11]([C:14]2[C:15](=[O:24])[N:16]([CH3:23])[C:17](=[O:22])[N:18]([CH3:21])[C:19]=2[CH3:20])=[CH:10][CH:9]=1)[CH2:2][CH3:3].O.[CH3:39][N:40](C=O)C. The catalyst is [C-]#N.[Zn+2].[C-]#N.C1C=CC([P]([Pd]([P](C2C=CC=CC=2)(C2C=CC=CC=2)C2C=CC=CC=2)([P](C2C=CC=CC=2)(C2C=CC=CC=2)C2C=CC=CC=2)[P](C2C=CC=CC=2)(C2C=CC=CC=2)C2C=CC=CC=2)(C2C=CC=CC=2)C2C=CC=CC=2)=CC=1. The product is [CH2:1]([O:4][C:5](=[O:37])[C@@H:6]([NH:25][C:26](=[O:36])[C:27]1[C:32]([F:33])=[CH:31][C:30]([C:39]#[N:40])=[CH:29][C:28]=1[F:35])[CH2:7][C:8]1[CH:13]=[CH:12][C:11]([C:14]2[C:15](=[O:24])[N:16]([CH3:23])[C:17](=[O:22])[N:18]([CH3:21])[C:19]=2[CH3:20])=[CH:10][CH:9]=1)[CH2:2][CH3:3]. The yield is 0.990.